This data is from Experimentally validated miRNA-target interactions with 360,000+ pairs, plus equal number of negative samples. The task is: Binary Classification. Given a miRNA mature sequence and a target amino acid sequence, predict their likelihood of interaction. (1) The miRNA is hsa-miR-4695-3p with sequence UGAUCUCACCGCUGCCUCCUUC. The protein sequence of the target gene is MEIDQCLLESLPLGQRQRLVKRMRCEQIKAYYEREKAFQKQEGFLKRLKHAKNPKVHFNLTDMLQDAIIHHNDKEVLRLLKEGADPHTLVSSGGSLLHLCARYDNAFIAEILIDRGVNVNHQDEDFWTPMHIACACDNPDIVLLLVLAGANVLLQDVNGNIPLDYAVEGTESSSILLTYLDENGVDLTSLRQMKLQRPMSMLTDVKHFLSSGGNVNEKNDEGVTLLHMACASGYKEVVSLILEHGGDLNIVDDQYWTPLHLAAKYGQTNLVKLLLMHQANPHLVNCNEEKASDIAASEFI.... Result: 1 (interaction). (2) The miRNA is hsa-miR-297 with sequence AUGUAUGUGUGCAUGUGCAUG. The protein sequence of the target gene is MKEPLDGECGKAVVPQQELLDKIKEEPDNAQEYGCVQQPKTQESKLKIGGVSSVNERPIAQQLNPGFQLSFASSGPSVLLPSVPAVAIKVFCSGCKKMLYKGQTAYHKTGSTQLFCSTRCITRHSSPACLPPPPKKTCTNCSKDILNPKDVITTRFENSYPSKDFCSQSCLSSYELKKKPVVTIYTKSISTKCSMCQKNADTRFEVKYQNVVHGLCSDACFSKFHSTNNLTMNCCENCGSYCYSSSGPCQSQKVFSSTSVTAYKQNSAQIPPYALGKSLRPSAEMIETTNDSGKTELFCS.... Result: 0 (no interaction). (3) The miRNA is hsa-miR-337-3p with sequence CUCCUAUAUGAUGCCUUUCUUC. The protein sequence of the target gene is MGKKYKNIVLLKGLEVINDYHFRMVKSLLSNDLKLNLKMREEYDKIQIADLMEEKFRGDAGLGKLIKIFEDIPTLEDLAETLKKEKLKVKGPALSRKRKKEVDATSPAPSTSSTVKTEGAEATPGAQKRKKSTKEKAGPKGSKVSEEQTQPPSPAGAGMSTAMGRSPSPKTSLSAPPNSSSTENPKTVAKCQVTPRRNVLQKRPVIVKVLSTTKPFEYETPEMEKKIMFHATVATQTQFFHVKVLNTSLKEKFNGKKIIIISDYLEYDSLLEVNEESTVSEAGPNQTFEVPNKIINRAKE.... Result: 0 (no interaction).